This data is from Reaction yield outcomes from USPTO patents with 853,638 reactions. The task is: Predict the reaction yield, written as a fraction of the theoretical maximum amount of product (1.0 means a 100% yield; for example, 0.34 means a 34% yield). (1) The reactants are [C:1]([C:3]([C:6]1[CH:13]=[CH:12][C:9]([C:10]#[N:11])=[CH:8][CH:7]=1)([CH3:5])[CH3:4])#[N:2].[H-]. The catalyst is C1COCC1.C1(C)C=CC=CC=1. The product is [NH2:11][CH2:10][C:9]1[CH:12]=[CH:13][C:6]([C:3]([CH3:5])([CH3:4])[C:1]#[N:2])=[CH:7][CH:8]=1. The yield is 0.390. (2) The reactants are [CH3:1][O:2][C:3]([C:5]1[CH:6]=[C:7]([CH:11]=[CH:12][CH:13]=1)[C:8]([OH:10])=O)=[O:4].C(OC(Cl)=O)C.[NH2:20][CH2:21][C:22]1[C:27]([CH2:28][CH3:29])=[N:26][C:25]2[N:30]([CH2:33][CH3:34])[N:31]=[CH:32][C:24]=2[C:23]=1[NH:35][CH:36]1[CH2:41][CH2:40][O:39][CH2:38][CH2:37]1. The catalyst is C(Cl)Cl. The product is [CH2:33]([N:30]1[C:25]2=[N:26][C:27]([CH2:28][CH3:29])=[C:22]([CH2:21][NH:20][C:8]([C:7]3[CH:6]=[C:5]([CH:13]=[CH:12][CH:11]=3)[C:3]([O:2][CH3:1])=[O:4])=[O:10])[C:23]([NH:35][CH:36]3[CH2:37][CH2:38][O:39][CH2:40][CH2:41]3)=[C:24]2[CH:32]=[N:31]1)[CH3:34]. The yield is 0.942. (3) The product is [CH2:1]([C:5]1[N:6]([CH2:10][C:11]2[CH:16]=[CH:15][CH:14]=[CH:13][C:12]=2[Cl:17])[C:7]([CH2:20][OH:22])=[CH:8][N:9]=1)[CH2:2][CH2:3][CH3:4]. The reactants are [CH2:1]([C:5]1[N:6]([CH2:10][C:11]2[CH:16]=[CH:15][CH:14]=[CH:13][C:12]=2[Cl:17])[CH:7]=[CH:8][N:9]=1)[CH2:2][CH2:3][CH3:4].C=O.[C:20]([O-])(=[O:22])C.[Na+]. The yield is 0.410. The catalyst is C(O)(=O)C.